Task: Predict the reactants needed to synthesize the given product.. Dataset: Full USPTO retrosynthesis dataset with 1.9M reactions from patents (1976-2016) (1) Given the product [CH2:3]([O:10][CH2:11][CH2:12][CH2:13][C:14]([N:17]1[CH2:21][CH2:20][CH2:19][CH2:18]1)=[O:16])[C:4]1[CH:5]=[CH:6][CH:7]=[CH:8][CH:9]=1, predict the reactants needed to synthesize it. The reactants are: N#N.[CH2:3]([O:10][CH2:11][CH2:12][CH2:13][C:14]([OH:16])=O)[C:4]1[CH:9]=[CH:8][CH:7]=[CH:6][CH:5]=1.[NH:17]1[CH2:21][CH2:20][CH2:19][CH2:18]1.CCN=C=NCCCN(C)C.Cl.C1C=CC2N(O)N=NC=2C=1.CCN(C(C)C)C(C)C. (2) Given the product [C:1]([O:9][C@@H:10]1[C@@H:27]([O:28][Si:29]([C:32]([CH3:33])([CH3:34])[CH3:35])([CH3:30])[CH3:31])[C@H:26]([O:36][CH2:37][C:38]2[CH:43]=[CH:42][CH:41]=[CH:40][CH:39]=2)[C@@H:25]([CH2:44][O:45][CH2:52][C:49]2[CH:50]=[CH:51][CH:46]=[CH:47][CH:48]=2)[O:24][C@H:11]1[S:12][C:13]1[CH:18]=[C:17]([C:19]([CH3:20])([CH3:21])[CH3:22])[CH:16]=[CH:15][C:14]=1[CH3:23])(=[O:8])[C:2]1[CH:3]=[CH:4][CH:5]=[CH:6][CH:7]=1, predict the reactants needed to synthesize it. The reactants are: [C:1]([O:9][C@@H:10]1[C@@H:27]([O:28][Si:29]([C:32]([CH3:35])([CH3:34])[CH3:33])([CH3:31])[CH3:30])[C@H:26]([O:36][CH2:37][C:38]2[CH:43]=[CH:42][CH:41]=[CH:40][CH:39]=2)[C@@H:25]([CH2:44][OH:45])[O:24][C@H:11]1[S:12][C:13]1[CH:18]=[C:17]([C:19]([CH3:22])([CH3:21])[CH3:20])[CH:16]=[CH:15][C:14]=1[CH3:23])(=[O:8])[C:2]1[CH:7]=[CH:6][CH:5]=[CH:4][CH:3]=1.[CH:46]1[CH:51]=[CH:50][C:49]([CH2:52]Br)=[CH:48][CH:47]=1.[H-].[Na+]. (3) Given the product [CH2:16]([N:17]1[CH2:5][C:6]([CH3:8])([CH3:7])[CH:2]([OH:1])[C:3]1=[O:4])[C:10]1[CH:15]=[CH:14][CH:13]=[CH:12][CH:11]=1, predict the reactants needed to synthesize it. The reactants are: [OH:1][CH:2]1[C:6]([CH3:8])([CH3:7])[CH2:5][O:4][C:3]1=O.[C:10]1([CH2:16][NH2:17])[CH:15]=[CH:14][CH:13]=[CH:12][CH:11]=1.C1(C)C=CC(S(O)(=O)=O)=CC=1.